From a dataset of Peptide-MHC class II binding affinity with 134,281 pairs from IEDB. Regression. Given a peptide amino acid sequence and an MHC pseudo amino acid sequence, predict their binding affinity value. This is MHC class II binding data. (1) The peptide sequence is SQDLELSWNLNGLQAY. The MHC is DRB4_0101 with pseudo-sequence DRB4_0103. The binding affinity (normalized) is 0.536. (2) The peptide sequence is LDISLETVAIDRPAE. The MHC is DRB4_0101 with pseudo-sequence DRB4_0103. The binding affinity (normalized) is 0.679. (3) The peptide sequence is NLIDTKCYKLEHPVTGCG. The MHC is DRB1_1501 with pseudo-sequence DRB1_1501. The binding affinity (normalized) is 0.0254. (4) The peptide sequence is AAATAGTTVYNAFAA. The MHC is HLA-DPA10103-DPB10601 with pseudo-sequence HLA-DPA10103-DPB10601. The binding affinity (normalized) is 0. (5) The peptide sequence is WLWYIKIFIMIVGGLIG. The MHC is HLA-DQA10102-DQB10602 with pseudo-sequence HLA-DQA10102-DQB10602. The binding affinity (normalized) is 0.415. (6) The peptide sequence is GWYRSPFSRAVHLY. The MHC is H-2-IAb with pseudo-sequence H-2-IAb. The binding affinity (normalized) is 0.445. (7) The binding affinity (normalized) is 0.397. The peptide sequence is PAAAYATATPAAATA. The MHC is HLA-DQA10201-DQB10202 with pseudo-sequence HLA-DQA10201-DQB10202. (8) The peptide sequence is KKSGARSNVTFTVNQTS. The MHC is DRB3_0101 with pseudo-sequence DRB3_0101. The binding affinity (normalized) is 0.257. (9) The peptide sequence is SYLIRALTLNTMTKD. The MHC is DRB1_1501 with pseudo-sequence DRB1_1501. The binding affinity (normalized) is 0.820.